Dataset: Forward reaction prediction with 1.9M reactions from USPTO patents (1976-2016). Task: Predict the product of the given reaction. (1) Given the reactants CCN(C(C)C)C(C)C.[C:10]([O:14][CH3:15])(=[O:13])[CH2:11][OH:12].[C:16](Cl)([C:29]1[CH:34]=[CH:33][CH:32]=[CH:31][CH:30]=1)([C:23]1[CH:28]=[CH:27][CH:26]=[CH:25][CH:24]=1)[C:17]1[CH:22]=[CH:21][CH:20]=[CH:19][CH:18]=1, predict the reaction product. The product is: [C:16]([O:12][CH2:11][C:10]([O:14][CH3:15])=[O:13])([C:17]1[CH:22]=[CH:21][CH:20]=[CH:19][CH:18]=1)([C:29]1[CH:30]=[CH:31][CH:32]=[CH:33][CH:34]=1)[C:23]1[CH:24]=[CH:25][CH:26]=[CH:27][CH:28]=1. (2) Given the reactants S(=O)(=O)(O)O.[N+:6]([C:9]1[CH:17]=[C:16]([C:18]([F:21])([F:20])[F:19])[CH:15]=[CH:14][C:10]=1[C:11]([OH:13])=[O:12])([O-:8])=[O:7].[CH3:22]O, predict the reaction product. The product is: [N+:6]([C:9]1[CH:17]=[C:16]([C:18]([F:19])([F:20])[F:21])[CH:15]=[CH:14][C:10]=1[C:11]([O:13][CH3:22])=[O:12])([O-:8])=[O:7]. (3) Given the reactants [C:1]([O:5][C:6]([N:8]1[C:16]2[C:11](=[CH:12][CH:13]=[CH:14][CH:15]=2)[CH:10]=[C:9]1[C:17]1[CH:22]=[C:21]([C:23]2[CH:28]=[C:27]([CH:29]=O)[CH:26]=[C:25]([CH:31]=[O:32])[CH:24]=2)[N:20]=[N:19][C:18]=1[O:33][CH3:34])=[O:7])([CH3:4])([CH3:3])[CH3:2].CN.C(O)(=O)C.[C:41]([BH3-])#[N:42].[Na+], predict the reaction product. The product is: [C:1]([O:5][C:6]([N:8]1[C:16]2[C:11](=[CH:12][CH:13]=[CH:14][CH:15]=2)[CH:10]=[C:9]1[C:17]1[CH:22]=[C:21]([C:23]2[CH:28]=[C:27]([CH2:29][NH:42][CH3:41])[CH:26]=[C:25]([CH2:31][OH:32])[CH:24]=2)[N:20]=[N:19][C:18]=1[O:33][CH3:34])=[O:7])([CH3:2])([CH3:4])[CH3:3]. (4) Given the reactants [Br:1][C:2]1[CH:10]=[C:9]2[C:5]([CH2:6][CH2:7][CH:8]2[OH:11])=[CH:4][CH:3]=1.N1C(C)=CC=CC=1C.[CH:20]([Si:23](OS(C(F)(F)F)(=O)=O)([CH:27]([CH3:29])[CH3:28])[CH:24]([CH3:26])[CH3:25])([CH3:22])[CH3:21].Cl, predict the reaction product. The product is: [Br:1][C:2]1[CH:10]=[C:9]2[C:5]([CH2:6][CH2:7][CH:8]2[O:11][Si:23]([CH:27]([CH3:29])[CH3:28])([CH:24]([CH3:26])[CH3:25])[CH:20]([CH3:22])[CH3:21])=[CH:4][CH:3]=1.